Dataset: Full USPTO retrosynthesis dataset with 1.9M reactions from patents (1976-2016). Task: Predict the reactants needed to synthesize the given product. (1) Given the product [CH3:1][C:2]1[C:6]([CH2:7][S:8][CH2:9][C:10]([N:23]2[CH2:24][CH2:25][N:20]([C:17]3[CH:18]=[CH:19][C:14]([CH3:26])=[CH:15][CH:16]=3)[CH2:21][CH2:22]2)=[O:12])=[C:5]([CH3:13])[O:4][N:3]=1, predict the reactants needed to synthesize it. The reactants are: [CH3:1][C:2]1[C:6]([CH2:7][S:8][CH2:9][C:10]([OH:12])=O)=[C:5]([CH3:13])[O:4][N:3]=1.[C:14]1([CH3:26])[CH:19]=[CH:18][C:17]([N:20]2[CH2:25][CH2:24][NH:23][CH2:22][CH2:21]2)=[CH:16][CH:15]=1.CCN(CC)CC.C(P1(=O)OP(CCC)(=O)OP(CCC)(=O)O1)CC. (2) Given the product [Cl:28][C:25]1[CH:26]=[CH:27][C:22]([C:17]2([CH2:16][C:12]3[N:11]4[CH2:29][CH2:30][N:31]([CH:34]([C:36]5[CH:37]=[CH:38][CH:39]=[CH:40][CH:41]=5)[CH3:35])[C:32](=[O:33])[C:10]4=[C:9]([OH:8])[C:14](=[O:15])[N:13]=3)[CH2:18][CH2:19][CH2:20][CH2:21]2)=[CH:23][CH:24]=1, predict the reactants needed to synthesize it. The reactants are: C([O:8][C:9]1[C:14](=[O:15])[N:13]=[C:12]([CH2:16][C:17]2([C:22]3[CH:27]=[CH:26][C:25]([Cl:28])=[CH:24][CH:23]=3)[CH2:21][CH2:20][CH2:19][CH2:18]2)[N:11]2[CH2:29][CH2:30][N:31]([CH:34]([C:36]3[CH:41]=[CH:40][CH:39]=[CH:38][CH:37]=3)[CH3:35])[C:32](=[O:33])[C:10]=12)C1C=CC=CC=1.Cl.C([O-])(O)=O.[Na+]. (3) The reactants are: [C:1]([O:5][C:6]([N:8]1[CH2:12][C@@H:11]([C:13]2[CH:18]=[CH:17][CH:16]=[CH:15][CH:14]=2)[C@@H:10]([CH2:19]OS(C)(=O)=O)[CH2:9]1)=[O:7])([CH3:4])([CH3:3])[CH3:2].[N-:25]=[N+:26]=[N-:27].[Na+]. Given the product [C:1]([O:5][C:6]([N:8]1[CH2:12][C@@H:11]([C:13]2[CH:18]=[CH:17][CH:16]=[CH:15][CH:14]=2)[C@@H:10]([CH2:19][N:25]=[N+:26]=[N-:27])[CH2:9]1)=[O:7])([CH3:4])([CH3:3])[CH3:2], predict the reactants needed to synthesize it. (4) Given the product [Cl:34][C:35]1[CH:40]=[C:39]([NH:41][C:42]([N:3]2[C@@H:2]([CH3:1])[CH2:7][N:6]3[N:8]=[CH:9][C:10]([N:11]4[C:25](=[O:26])[CH2:24][C:13]5([CH2:14][N:15]([C:17]([O:19][C:20]([CH3:21])([CH3:22])[CH3:23])=[O:18])[CH2:16]5)[CH2:12]4)=[C:5]3[CH2:4]2)=[O:43])[CH:38]=[CH:37][C:36]=1[F:44], predict the reactants needed to synthesize it. The reactants are: [CH3:1][C@H:2]1[CH2:7][N:6]2[N:8]=[CH:9][C:10]([N:11]3[C:25](=[O:26])[CH2:24][C:13]4([CH2:16][N:15]([C:17]([O:19][C:20]([CH3:23])([CH3:22])[CH3:21])=[O:18])[CH2:14]4)[CH2:12]3)=[C:5]2[CH2:4][NH:3]1.CCN(CC)CC.[Cl:34][C:35]1[CH:40]=[C:39]([N:41]=[C:42]=[O:43])[CH:38]=[CH:37][C:36]=1[F:44].